Dataset: Reaction yield outcomes from USPTO patents with 853,638 reactions. Task: Predict the reaction yield, written as a fraction of the theoretical maximum amount of product (1.0 means a 100% yield; for example, 0.34 means a 34% yield). (1) The reactants are [C:1]1(=[O:11])[C:9]2[C:4](=[CH:5][CH:6]=[CH:7][CH:8]=2)[C:3](=[O:10])[NH:2]1.[H-].[Na+].Cl[CH2:15][C:16]#[N:17].O. The catalyst is CN(C=O)C. The product is [O:11]=[C:1]1[C:9]2[C:4](=[CH:5][CH:6]=[CH:7][CH:8]=2)[C:3](=[O:10])[N:2]1[CH2:15][C:16]#[N:17]. The yield is 0.890. (2) The reactants are CC1(C)[O:6][C:5](=O)[C@H:4]([C@@H:8]([C:13]([N:15]2[CH2:20][CH2:19][N:18]([C:21]3[CH:26]=[CH:25][CH:24]=[CH:23][N:22]=3)[CH2:17][CH2:16]2)=[O:14])[CH2:9][CH:10]([CH3:12])[CH3:11])[O:3]1.[NH2:28][OH:29]. The catalyst is CC(O)C. The product is [OH:29][NH:28][C:5](=[O:6])[C@@H:4]([OH:3])[C@@H:8]([C:13]([N:15]1[CH2:20][CH2:19][N:18]([C:21]2[CH:26]=[CH:25][CH:24]=[CH:23][N:22]=2)[CH2:17][CH2:16]1)=[O:14])[CH2:9][CH:10]([CH3:12])[CH3:11]. The yield is 0.310. (3) The yield is 0.980. The reactants are [CH3:1][S:2]([C:5]1[CH:6]=[C:7]([CH2:11][C:12]([OH:14])=[O:13])[CH:8]=[CH:9][CH:10]=1)(=[O:4])=[O:3].OS(O)(=O)=O.[CH3:20]O. The product is [CH3:20][O:13][C:12](=[O:14])[CH2:11][C:7]1[CH:8]=[CH:9][CH:10]=[C:5]([S:2]([CH3:1])(=[O:3])=[O:4])[CH:6]=1. No catalyst specified. (4) The product is [C:1]1([C:7]2[NH:8][N:9]=[C:10]3[C:11]=2[CH:16]([C:1]2[CH:6]=[CH:5][CH:4]=[CH:3][CH:2]=2)[CH2:18][C:19](=[O:21])[NH:12]3)[CH:2]=[CH:3][CH:4]=[CH:5][CH:6]=1. The yield is 0.710. The catalyst is CCO. The reactants are [C:1]1([C:7]2[CH:11]=[C:10]([NH2:12])[NH:9][N:8]=2)[CH:6]=[CH:5][CH:4]=[CH:3][CH:2]=1.CC1(C)[O:21][C:19](=O)[CH2:18][C:16](=O)O1.